This data is from Reaction yield outcomes from USPTO patents with 853,638 reactions. The task is: Predict the reaction yield, written as a fraction of the theoretical maximum amount of product (1.0 means a 100% yield; for example, 0.34 means a 34% yield). (1) The reactants are Br[CH2:2][C:3]1[N:8]=[C:7]([N:9]2[C:13](=[O:14])[C:12]3=[CH:15][CH:16]=[CH:17][CH:18]=[C:11]3[C:10]2=[O:19])[CH:6]=[CH:5][CH:4]=1.[C:20]1(=[O:30])[NH:24][C:23](=[O:25])[C:22]2=[CH:26][CH:27]=[CH:28][CH:29]=[C:21]12.[K]. The catalyst is CN(C=O)C. The product is [C:20]1(=[O:30])[N:24]([CH2:2][C:3]2[CH:4]=[CH:5][CH:6]=[C:7]([N:9]3[C:13](=[O:14])[C:12]4=[CH:15][CH:16]=[CH:17][CH:18]=[C:11]4[C:10]3=[O:19])[N:8]=2)[C:23](=[O:25])[C:22]2=[CH:26][CH:27]=[CH:28][CH:29]=[C:21]12. The yield is 0.830. (2) The reactants are CO[C:3](=[O:21])[C:4]([OH:20])=[CH:5][C:6](=[O:19])[N:7]([CH2:10][C:11]1[CH:16]=[CH:15][C:14]([F:17])=[C:13]([Br:18])[CH:12]=1)[O:8][CH3:9].C=O.CN.ClC1C=C(C=CC=1Cl)[CH2:30][N:31](C)[C:32](C1CN(C)C(=O)C=1O)=O. No catalyst specified. The product is [Br:18][C:13]1[CH:12]=[C:11]([CH:16]=[CH:15][C:14]=1[F:17])[CH2:10][N:7]([O:8][CH3:9])[C:6]([C:5]1[CH2:30][N:31]([CH3:32])[C:3](=[O:21])[C:4]=1[OH:20])=[O:19]. The yield is 0.350.